From a dataset of Reaction yield outcomes from USPTO patents with 853,638 reactions. Predict the reaction yield, written as a fraction of the theoretical maximum amount of product (1.0 means a 100% yield; for example, 0.34 means a 34% yield). (1) The reactants are [NH2:1][C:2]1[C:19]([C:20]#[N:21])=[CH:18][C:5]([O:6][CH:7]2[CH2:12][CH2:11][N:10]([CH2:13][C:14]([NH:16][CH3:17])=[O:15])[CH2:9][CH2:8]2)=[C:4]([O:22][CH3:23])[CH:3]=1.CO[CH:26](OC)[N:27]([CH3:29])[CH3:28]. The catalyst is CC1CCCO1.C(O)(=O)C. The product is [C:20]([C:19]1[C:2]([N:1]=[CH:26][N:27]([CH3:29])[CH3:28])=[CH:3][C:4]([O:22][CH3:23])=[C:5]([CH:18]=1)[O:6][CH:7]1[CH2:8][CH2:9][N:10]([CH2:13][C:14]([NH:16][CH3:17])=[O:15])[CH2:11][CH2:12]1)#[N:21]. The yield is 0.970. (2) The reactants are [CH2:1]([N:8]1[CH2:12][CH2:11][C@@H:10]([N:13]2[CH2:21][C:20]3[C:15](=[CH:16][CH:17]=[C:18](Br)[CH:19]=3)[C:14]2=[O:23])[CH2:9]1)[C:2]1[CH:7]=[CH:6][CH:5]=[CH:4][CH:3]=1.[CH3:24][O:25][C:26]([C:28]1[CH:33]=[CH:32][C:31](B(O)O)=[CH:30][CH:29]=1)=[O:27]. No catalyst specified. The product is [CH2:1]([N:8]1[CH2:12][CH2:11][C@@H:10]([N:13]2[CH2:21][C:20]3[C:15](=[CH:16][CH:17]=[C:18]([C:31]4[CH:32]=[CH:33][C:28]([C:26]([O:25][CH3:24])=[O:27])=[CH:29][CH:30]=4)[CH:19]=3)[C:14]2=[O:23])[CH2:9]1)[C:2]1[CH:7]=[CH:6][CH:5]=[CH:4][CH:3]=1. The yield is 0.680.